Dataset: TCR-epitope binding with 47,182 pairs between 192 epitopes and 23,139 TCRs. Task: Binary Classification. Given a T-cell receptor sequence (or CDR3 region) and an epitope sequence, predict whether binding occurs between them. (1) The epitope is KAYNVTQAF. The TCR CDR3 sequence is CASSLAFGLGGELFF. Result: 1 (the TCR binds to the epitope). (2) The epitope is QECVRGTTVL. The TCR CDR3 sequence is CASRVGGAEETQYF. Result: 1 (the TCR binds to the epitope). (3) The epitope is FADDLNQLTGY. The TCR CDR3 sequence is CASSRTGEQETQYF. Result: 0 (the TCR does not bind to the epitope). (4) The epitope is LPRRSGAAGA. The TCR CDR3 sequence is CASSKEVLVRGSGEQYF. Result: 0 (the TCR does not bind to the epitope). (5) The epitope is FTYASALWEI. The TCR CDR3 sequence is CASKGGPNEQYF. Result: 0 (the TCR does not bind to the epitope).